Dataset: Full USPTO retrosynthesis dataset with 1.9M reactions from patents (1976-2016). Task: Predict the reactants needed to synthesize the given product. (1) Given the product [C:1]([O:5][C:6]([N:8]1[CH2:13][CH2:12][C@H:11]([CH2:14][O:15][C:29]2[N:28]=[N:27][C:26]([CH2:22][CH2:23][CH2:24][CH3:25])=[C:31]([C:32]3[CH:33]=[CH:34][C:35]([O:38][CH:39]4[CH2:44][CH2:43][CH2:42][CH2:41][CH2:40]4)=[CH:36][CH:37]=3)[CH:30]=2)[C@H:10]([O:16][CH2:17][O:18][CH3:19])[CH2:9]1)=[O:7])([CH3:4])([CH3:3])[CH3:2], predict the reactants needed to synthesize it. The reactants are: [C:1]([O:5][C:6]([N:8]1[CH2:13][CH2:12][C@H:11]([CH2:14][OH:15])[C@H:10]([O:16][CH2:17][O:18][CH3:19])[CH2:9]1)=[O:7])([CH3:4])([CH3:3])[CH3:2].[H-].[Na+].[CH2:22]([C:26]1[N:27]=[N:28][C:29](Cl)=[CH:30][C:31]=1[C:32]1[CH:37]=[CH:36][C:35]([O:38][CH:39]2[CH2:44][CH2:43][CH2:42][CH2:41][CH2:40]2)=[CH:34][CH:33]=1)[CH2:23][CH2:24][CH3:25].O. (2) Given the product [OH:1][CH:2]1[CH2:7][CH2:6][CH:5]([NH:8][C:9]2[CH:16]=[C:15]([N:17]3[CH:25]4[C:20]([CH2:21][CH2:22][CH2:23][CH2:24]4)=[C:19]([CH2:26][CH2:27][OH:28])[C:18]3=[O:29])[CH:14]=[CH:13][C:10]=2[C:11]([NH2:12])=[O:32])[CH2:4][CH2:3]1, predict the reactants needed to synthesize it. The reactants are: [OH:1][CH:2]1[CH2:7][CH2:6][CH:5]([NH:8][C:9]2[CH:16]=[C:15]([N:17]3[CH:25]4[C:20]([CH2:21][CH2:22][CH2:23][CH2:24]4)=[C:19]([CH2:26][CH2:27][OH:28])[C:18]3=[O:29])[CH:14]=[CH:13][C:10]=2[C:11]#[N:12])[CH2:4][CH2:3]1.CC[OH:32].[OH-].[Na+].OO. (3) Given the product [C:1]([NH:9][C:10]1[CH:15]=[CH:14][N:13]([C@@H:33]2[O:46][C@:45]([CH3:57])([CH2:47][O:48][C:49](=[O:56])[C:50]3[CH:55]=[CH:54][CH:53]=[CH:52][CH:51]=3)[C@@H:35]([O:36][C:37](=[O:44])[C:38]3[CH:43]=[CH:42][CH:41]=[CH:40][CH:39]=3)[C@@H:34]2[F:58])[C:12](=[O:16])[N:11]=1)(=[O:8])[C:2]1[CH:7]=[CH:6][CH:5]=[CH:4][CH:3]=1, predict the reactants needed to synthesize it. The reactants are: [C:1]([NH:9][C:10]1[CH:15]=[CH:14][NH:13][C:12](=[O:16])[N:11]=1)(=[O:8])[C:2]1[CH:7]=[CH:6][CH:5]=[CH:4][CH:3]=1.C/C(/O[Si](C)(C)C)=N\[Si](C)(C)C.C(O[CH:33]1[O:46][C@:45]([CH3:57])([CH2:47][O:48][C:49](=[O:56])[C:50]2[CH:55]=[CH:54][CH:53]=[CH:52][CH:51]=2)[C@@H:35]([O:36][C:37](=[O:44])[C:38]2[CH:43]=[CH:42][CH:41]=[CH:40][CH:39]=2)[C@@H:34]1[F:58])(=O)C. (4) Given the product [Br:1][C:2]1[CH:3]=[CH:4][C:5]([CH2:8][CH2:9][CH2:10][OH:11])=[CH:6][CH:7]=1, predict the reactants needed to synthesize it. The reactants are: [Br:1][C:2]1[CH:7]=[CH:6][C:5]([CH2:8][CH2:9][C:10](O)=[O:11])=[CH:4][CH:3]=1.B. (5) Given the product [C:12]([O:16][C:17]1[C:22]2[N:23]=[C:24]([O:26][CH:27]([CH3:29])[CH3:28])[S:25][C:21]=2[C:20]([C@@H:30]([OH:33])[CH2:31][Cl:32])=[CH:19][CH:18]=1)([CH3:13])([CH3:14])[CH3:15], predict the reactants needed to synthesize it. The reactants are: N[C@@H]1C2C(=CC=CC=2)C[C@@H]1O.[C:12]([O:16][C:17]1[C:22]2[N:23]=[C:24]([O:26][CH:27]([CH3:29])[CH3:28])[S:25][C:21]=2[C:20]([C:30](=[O:33])[CH2:31][Cl:32])=[CH:19][CH:18]=1)([CH3:15])([CH3:14])[CH3:13]. (6) Given the product [CH2:1]([C:5]1[C:6]([CH3:23])=[C:7]([C:21]#[N:22])[C:8]2[N:12]([C:13]=1[Cl:26])[C:11]1[CH:15]=[C:16]([CH3:20])[C:17]([CH3:19])=[CH:18][C:10]=1[N:9]=2)[CH2:2][CH2:3][CH3:4], predict the reactants needed to synthesize it. The reactants are: [CH2:1]([C:5]1[C:13](=O)[N:12]2[C:8]([NH:9][C:10]3[CH:18]=[C:17]([CH3:19])[C:16]([CH3:20])=[CH:15][C:11]=32)=[C:7]([C:21]#[N:22])[C:6]=1[CH3:23])[CH2:2][CH2:3][CH3:4].P(Cl)(Cl)([Cl:26])=O. (7) Given the product [C:20]1([C:23]2[CH:24]=[CH:34][CH:33]=[CH:32][CH:40]=2)[CH:21]=[CH:22][C:17]([S:16][C:5]2[C:4]3[C:8](=[CH:9][CH:10]=[C:2]([F:1])[CH:3]=3)[N:7]([CH2:11][C:12]([OH:14])=[O:13])[C:6]=2[CH3:15])=[CH:18][CH:19]=1, predict the reactants needed to synthesize it. The reactants are: [F:1][C:2]1[CH:3]=[C:4]2[C:8](=[CH:9][CH:10]=1)[N:7]([CH2:11][C:12]([OH:14])=[O:13])[C:6]([CH3:15])=[C:5]2[S:16][C:17]1[CH:22]=[CH:21][C:20]([C:23]2OC=N[CH:24]=2)=[CH:19][CH:18]=1.C(N[C:32]1[CH:40]=CC=C2[C:33]=1[C:34](S[C:32]1[CH:40]=CC([C:32]3[CH:40]=CC=[CH:34][CH:33]=3)=[CH:34][CH:33]=1)=C(C)N2CC(O)=O)(=O)C.C(NC1C=CC=C2C=1C(SC1C=CC(C3OC=NC=3)=CC=1)=C(C)N2CC(O)=O)(=O)C. (8) Given the product [CH3:1][N:2]([C:13]1[CH:18]=[CH:17][C:16]([NH:19][C:20]([NH:22][C:23]2[CH:28]=[CH:27][CH:26]=[CH:25][CH:24]=2)=[O:21])=[CH:15][CH:14]=1)[S:3]([C:6]1[CH:7]=[N:8][CH:9]=[C:10]([C:33]2[CH:34]=[CH:35][C:30]([F:29])=[CH:31][CH:32]=2)[CH:11]=1)(=[O:5])=[O:4], predict the reactants needed to synthesize it. The reactants are: [CH3:1][N:2]([C:13]1[CH:18]=[CH:17][C:16]([NH:19][C:20]([NH:22][C:23]2[CH:28]=[CH:27][CH:26]=[CH:25][CH:24]=2)=[O:21])=[CH:15][CH:14]=1)[S:3]([C:6]1[CH:7]=[N:8][CH:9]=[C:10](Br)[CH:11]=1)(=[O:5])=[O:4].[F:29][C:30]1[CH:35]=[CH:34][C:33](B(O)O)=[CH:32][CH:31]=1.C(=O)([O-])[O-].[Cs+].[Cs+]. (9) Given the product [C:1]([O:5][C:6](=[O:7])[NH:8][C@H:9]([C:10](=[O:11])[N:47]([CH3:48])[CH3:46])[CH2:13][C:14]1[CH:19]=[CH:18][CH:17]=[CH:16][CH:15]=1)([CH3:4])([CH3:3])[CH3:2], predict the reactants needed to synthesize it. The reactants are: [C:1]([O:5][C:6]([NH:8][C@@H:9]([CH2:13][C:14]1[CH:19]=[CH:18][CH:17]=[CH:16][CH:15]=1)[C:10](O)=[O:11])=[O:7])([CH3:4])([CH3:3])[CH3:2].N[C@@H](CCSSCC[C@H](N)C(O)=O)C(O)=O.N1(O[C:46](N(C)C)=[N+:47](C)[CH3:48])C2C=CC=CC=2N=N1.C(N(C(C)C)CC)(C)C.CNC.O1CCCC1. (10) Given the product [NH2:22][C:21]([C:20]1[CH:23]=[CH:24][C:17]([F:16])=[CH:18][CH:19]=1)=[CH:2][C:1]#[N:4], predict the reactants needed to synthesize it. The reactants are: [CH:1]([NH:4]C(C)C)(C)[CH3:2].C([Li])CCC.C(#N)C.[F:16][C:17]1[CH:24]=[CH:23][C:20]([C:21]#[N:22])=[CH:19][CH:18]=1.